This data is from Full USPTO retrosynthesis dataset with 1.9M reactions from patents (1976-2016). The task is: Predict the reactants needed to synthesize the given product. (1) Given the product [CH2:14]([N:13]1[C:9]([NH:8][C:6](=[O:7])[C@H:5]([OH:4])[CH2:22][C:23]2[CH:28]=[CH:27][CH:26]=[CH:25][CH:24]=2)=[CH:10][C:11]([C:16]2[CH:21]=[CH:20][N:19]=[CH:18][CH:17]=2)=[N:12]1)[CH3:15], predict the reactants needed to synthesize it. The reactants are: C([O:4][C@H:5]([CH2:22][C:23]1[CH:28]=[CH:27][CH:26]=[CH:25][CH:24]=1)[C:6]([NH:8][C:9]1[N:13]([CH2:14][CH3:15])[N:12]=[C:11]([C:16]2[CH:21]=[CH:20][N:19]=[CH:18][CH:17]=2)[CH:10]=1)=[O:7])(=O)C.C([O-])([O-])=O.[K+].[K+]. (2) The reactants are: C(O[C:4](=[O:13])[C:5]1[C:10](Cl)=[CH:9][CH:8]=[N:7][C:6]=1[Cl:12])C.[C:14]([O:18][CH2:19][CH3:20])(=[O:17])[CH2:15][OH:16].[H-].[Na+]. Given the product [CH2:19]([O:18][C:14]([C:15]1[O:16][C:10]2[CH:9]=[CH:8][N:7]=[C:6]([Cl:12])[C:5]=2[C:4]=1[OH:13])=[O:17])[CH3:20], predict the reactants needed to synthesize it. (3) Given the product [CH2:10]([N:7]1[CH2:8][CH2:9][C:4]2[C:3]([C:13]([NH2:15])=[O:14])=[C:2]([NH:1][CH2:16][CH3:17])[S:12][C:5]=2[CH2:6]1)[CH3:11], predict the reactants needed to synthesize it. The reactants are: [NH2:1][C:2]1[S:12][C:5]2[CH2:6][N:7]([CH2:10][CH3:11])[CH2:8][CH2:9][C:4]=2[C:3]=1[C:13]([NH2:15])=[O:14].[CH:16](=O)[CH3:17].S([O-])([O-])(=O)=O.[Mg+2].C([BH3-])#N.[Na+].